This data is from Full USPTO retrosynthesis dataset with 1.9M reactions from patents (1976-2016). The task is: Predict the reactants needed to synthesize the given product. (1) Given the product [CH2:33]([O:32][C:30]([N:20]([C:17]([C:12]1[CH:13]=[CH:14][CH:15]=[CH:16][C:11]=1[Br:10])([CH3:18])[CH3:19])[CH2:21][C:22]([O:24][C:25]([CH3:28])([CH3:27])[CH3:26])=[O:23])=[O:31])[C:34]1[CH:39]=[CH:38][CH:37]=[CH:36][CH:35]=1, predict the reactants needed to synthesize it. The reactants are: C(N(C(C)C)CC)(C)C.[Br:10][C:11]1[CH:16]=[CH:15][CH:14]=[CH:13][C:12]=1[C:17]([NH:20][CH2:21][C:22]([O:24][C:25]([CH3:28])([CH3:27])[CH3:26])=[O:23])([CH3:19])[CH3:18].Cl[C:30]([O:32][CH2:33][C:34]1[CH:39]=[CH:38][CH:37]=[CH:36][CH:35]=1)=[O:31]. (2) Given the product [N:2]([CH2:3][CH:4]([OH:9])[C:5]([O:7][CH3:8])=[O:6])=[N+:23]=[N-:24], predict the reactants needed to synthesize it. The reactants are: Cl.[NH2:2][CH2:3][CH:4]([OH:9])[C:5]([O:7][CH3:8])=[O:6].C(=O)([O-])[O-].[Na+].[Na+].S([N:23]=[N+:24]=[N-])(C(F)(F)F)(=O)=O.CO. (3) Given the product [F:14][C:15]([F:31])([F:30])[S:16]([O-:19])(=[O:18])=[O:17].[Cl:13][C:12]1[C:2]([Cl:1])=[CH:3][C:4]2[N+:8]([CH2:20][CH2:21][CH2:22][CH2:23][CH2:24][C:25]([O:27][CH2:28][CH3:29])=[O:26])=[C:7]([CH3:9])[N:6]([CH3:10])[C:5]=2[CH:11]=1, predict the reactants needed to synthesize it. The reactants are: [Cl:1][C:2]1[C:12]([Cl:13])=[CH:11][C:5]2[N:6]([CH3:10])[C:7]([CH3:9])=[N:8][C:4]=2[CH:3]=1.[F:14][C:15]([F:31])([F:30])[S:16]([O:19][CH2:20][CH2:21][CH2:22][CH2:23][CH2:24][C:25]([O:27][CH2:28][CH3:29])=[O:26])(=[O:18])=[O:17]. (4) Given the product [CH3:1][O:2][C:3]([C:5]1[CH:13]=[C:12]2[C:8]([C:9]3[C:15]([OH:17])=[N:27][CH:25]=[N:14][C:10]=3[NH:11]2)=[CH:7][CH:6]=1)=[O:4], predict the reactants needed to synthesize it. The reactants are: [CH3:1][O:2][C:3]([C:5]1[CH:13]=[C:12]2[C:8]([C:9]([C:15]([O:17]CC)=O)=[C:10]([NH2:14])[NH:11]2)=[CH:7][CH:6]=1)=[O:4].C([O-])=O.[NH4+].O.[CH:25]([NH2:27])=O. (5) Given the product [NH2:1][C@@H:2]1[CH2:7][C:6]([CH2:8][N:9]2[CH2:14][CH2:13][CH2:12][C@@H:11]([C:15]([OH:17])=[O:16])[CH2:10]2)=[CH:5][CH2:4][C@H:3]1[C:20]1[CH:25]=[CH:24][C:23]([Cl:26])=[CH:22][C:21]=1[Cl:27], predict the reactants needed to synthesize it. The reactants are: [NH2:1][C@@H:2]1[CH2:7][C:6]([CH2:8][N:9]2[CH2:14][CH2:13][CH2:12][C@@H:11]([C:15]([O:17]CC)=[O:16])[CH2:10]2)=[CH:5][CH2:4][C@H:3]1[C:20]1[CH:25]=[CH:24][C:23]([Cl:26])=[CH:22][C:21]=1[Cl:27].O1CCCC1.O.[Li+].[OH-].Cl. (6) Given the product [C:8]1([NH:7][C:5]([C:4]2[CH:14]=[CH:15][C:16]3[NH:17][C:27]([NH:26][C:20]4[C:19]([Cl:18])=[CH:24][CH:23]=[CH:22][C:21]=4[Cl:25])=[N:1][C:2]=3[CH:3]=2)=[O:6])[CH:13]=[CH:12][CH:11]=[CH:10][CH:9]=1, predict the reactants needed to synthesize it. The reactants are: [NH2:1][C:2]1[CH:3]=[C:4]([CH:14]=[CH:15][C:16]=1[NH2:17])[C:5]([NH:7][C:8]1[CH:13]=[CH:12][CH:11]=[CH:10][CH:9]=1)=[O:6].[Cl:18][C:19]1[CH:24]=[CH:23][CH:22]=[C:21]([Cl:25])[C:20]=1[N:26]=[C:27]=S.CC(C)N=C=NC(C)C. (7) Given the product [CH3:38][O:39][C:40](=[O:45])[CH2:41][CH2:42][CH2:43][N:25]1[CH2:26][CH2:27][CH2:28][C@@H:23]([O:22][C:21]2[C:16]3[C:15]([C:30]4[CH:31]=[CH:32][C:33]([O:36][CH3:37])=[CH:34][CH:35]=4)=[C:14]([C:9]4[CH:10]=[CH:11][CH:12]=[CH:13][C:8]=4[F:7])[O:29][C:17]=3[N:18]=[CH:19][N:20]=2)[CH2:24]1, predict the reactants needed to synthesize it. The reactants are: C(=O)([O-])[O-].[K+].[K+].[F:7][C:8]1[CH:13]=[CH:12][CH:11]=[CH:10][C:9]=1[C:14]1[O:29][C:17]2[N:18]=[CH:19][N:20]=[C:21]([O:22][C@@H:23]3[CH2:28][CH2:27][CH2:26][NH:25][CH2:24]3)[C:16]=2[C:15]=1[C:30]1[CH:35]=[CH:34][C:33]([O:36][CH3:37])=[CH:32][CH:31]=1.[CH3:38][O:39][C:40](=[O:45])[CH2:41][CH2:42][CH2:43]Br.Cl.